From a dataset of Full USPTO retrosynthesis dataset with 1.9M reactions from patents (1976-2016). Predict the reactants needed to synthesize the given product. (1) Given the product [O:28]1[CH2:33][CH2:32][CH:31]([CH2:34][NH:35][C:19](=[O:21])[CH2:18][O:17][C:16]2[CH:15]=[CH:14][C:13]([C:10](=[N:9][O:8][CH2:7][C:6]3[CH:5]=[CH:4][C:3]([C:2]([F:26])([F:1])[F:27])=[CH:25][CH:24]=3)[CH2:11][CH3:12])=[CH:23][CH:22]=2)[CH2:30][CH2:29]1, predict the reactants needed to synthesize it. The reactants are: [F:1][C:2]([F:27])([F:26])[C:3]1[CH:25]=[CH:24][C:6]([CH2:7][O:8][N:9]=[C:10]([C:13]2[CH:23]=[CH:22][C:16]([O:17][CH2:18][C:19]([OH:21])=O)=[CH:15][CH:14]=2)[CH2:11][CH3:12])=[CH:5][CH:4]=1.[O:28]1[CH2:33][CH2:32][CH:31]([CH2:34][NH2:35])[CH2:30][CH2:29]1.CCN=C=NCCCN(C)C.Cl. (2) The reactants are: [C:1]1([N:7](CC)[CH2:8][C:9]([OH:11])=[O:10])[CH:6]=[CH:5][CH:4]=[CH:3][CH:2]=1.C([O-])([O-])=O.[K+].[K+].Cl[CH2:21][C:22](=[O:24])[CH3:23].[Na+].[I-].[CH2:27]1COC[CH2:28]1. Given the product [CH2:27]([O:11][C:9](=[O:10])[CH2:8][N:7]([CH2:21][C:22](=[O:24])[CH3:23])[C:1]1[CH:2]=[CH:3][CH:4]=[CH:5][CH:6]=1)[CH3:28], predict the reactants needed to synthesize it. (3) Given the product [IH:16].[N:12]1[C:4]2[C:5]3[CH:6]=[CH:7][CH:8]=[CH:9][C:10]=3[O:1][CH2:2][C:3]=2[S:14][C:13]=1[NH2:15], predict the reactants needed to synthesize it. The reactants are: [O:1]1[C:10]2[C:5](=[CH:6][CH:7]=[CH:8][CH:9]=2)[C:4](=O)[CH2:3][CH2:2]1.[NH2:12][C:13]([NH2:15])=[S:14].[I:16]I. (4) Given the product [CH2:19]1[C:27]2[C:22](=[CH:23][CH:24]=[CH:25][CH:26]=2)[CH2:21][CH:20]1[NH:28][C:29]1[N:30]=[CH:31][C:32]2[CH2:38][N:37]([C:1]([O:18][CH2:13][CH2:14][CH2:15][C:16]#[CH:17])=[O:2])[CH2:36][CH2:35][C:33]=2[N:34]=1, predict the reactants needed to synthesize it. The reactants are: [C:1](N1C=CN=C1)(N1C=CN=C1)=[O:2].[CH2:13]([OH:18])[CH2:14][CH2:15][C:16]#[CH:17].[CH2:19]1[C:27]2[C:22](=[CH:23][CH:24]=[CH:25][CH:26]=2)[CH2:21][CH:20]1[NH:28][C:29]1[N:30]=[CH:31][C:32]2[CH2:38][NH:37][CH2:36][CH2:35][C:33]=2[N:34]=1.N1C=CC(N)=CC=1.C(N(CC)CC)C. (5) Given the product [CH2:11]([NH:1][CH2:2][C@H:3]([C:5]1[CH:10]=[CH:9][CH:8]=[CH:7][CH:6]=1)[OH:4])[CH3:12], predict the reactants needed to synthesize it. The reactants are: [NH2:1][CH2:2][C@H:3]([C:5]1[CH:10]=[CH:9][CH:8]=[CH:7][CH:6]=1)[OH:4].[CH:11](=O)[CH3:12].[BH4-].[Na+]. (6) Given the product [Cl:1][C:2]1[CH:3]=[C:4]2[C:9](=[CH:10][CH:11]=1)[N:8]=[C:7]([NH:12][C:13]([N:30]1[CH2:31][CH2:32][N:27]([C:22]3[CH:23]=[CH:24][CH:25]=[CH:26][C:21]=3[CH3:20])[CH2:28][CH2:29]1)=[O:17])[C:6]([O:18][CH3:19])=[N:5]2, predict the reactants needed to synthesize it. The reactants are: [Cl:1][C:2]1[CH:3]=[C:4]2[C:9](=[CH:10][CH:11]=1)[N:8]=[C:7]([NH:12][C:13](=[O:17])OCC)[C:6]([O:18][CH3:19])=[N:5]2.[CH3:20][C:21]1[CH:26]=[CH:25][CH:24]=[CH:23][C:22]=1[N:27]1[CH2:32][CH2:31][NH:30][CH2:29][CH2:28]1. (7) Given the product [Cl:1][C:2]1[N:3]=[N:4][C:5]([Cl:11])=[CH:6][C:7]=1[C:8]([NH:17][CH3:15])=[O:9], predict the reactants needed to synthesize it. The reactants are: [Cl:1][C:2]1[N:3]=[N:4][C:5]([Cl:11])=[CH:6][C:7]=1[C:8](Cl)=[O:9].Cl.CN.[CH2:15]([N:17](CC)CC)C. (8) Given the product [Cl:1][C:2]1[CH:24]=[C:23]([Cl:25])[CH:22]=[CH:21][C:3]=1[O:4][C:5]1[N:10]=[C:9]([C:11]2[CH:12]=[C:13]([CH:18]=[CH:19][CH:20]=2)[C:14]([OH:16])=[O:15])[CH:8]=[CH:7][CH:6]=1, predict the reactants needed to synthesize it. The reactants are: [Cl:1][C:2]1[CH:24]=[C:23]([Cl:25])[CH:22]=[CH:21][C:3]=1[O:4][C:5]1[N:10]=[C:9]([C:11]2[CH:12]=[C:13]([CH:18]=[CH:19][CH:20]=2)[C:14]([O:16]C)=[O:15])[CH:8]=[CH:7][CH:6]=1. (9) The reactants are: C(OC(=O)[NH:7][C@@H:8]1[CH2:13][CH2:12][CH2:11][CH2:10][C@H:9]1[CH2:14][N:15]1[CH2:20][CH2:19][CH2:18][CH:17]([CH2:21][CH2:22][CH2:23][CH2:24][CH3:25])[CH2:16]1)(C)(C)C.[ClH:27]. Given the product [ClH:27].[CH2:21]([CH:17]1[CH2:18][CH2:19][CH2:20][N:15]([CH2:14][C@@H:9]2[CH2:10][CH2:11][CH2:12][CH2:13][C@H:8]2[NH2:7])[CH2:16]1)[CH2:22][CH2:23][CH2:24][CH3:25], predict the reactants needed to synthesize it.